This data is from Forward reaction prediction with 1.9M reactions from USPTO patents (1976-2016). The task is: Predict the product of the given reaction. (1) Given the reactants [CH3:1][C:2]([C:4]1[CH:12]=[CH:11][C:9]([OH:10])=[C:6]([O:7][CH3:8])[CH:5]=1)=[O:3].N1C=CC=CC=1.[C:19](O)(=[O:21])[CH3:20], predict the reaction product. The product is: [C:19]([O:10][C:9]1[CH:11]=[CH:12][C:4]([C:2](=[O:3])[CH3:1])=[CH:5][C:6]=1[O:7][CH3:8])(=[O:21])[CH3:20]. (2) Given the reactants [CH3:1][O:2][C:3]1[CH:8]=[CH:7][C:6]([C:9]2[CH:14]=[C:13]([C:15]([F:18])([F:17])[F:16])[N:12]3[N:19]=[CH:20][C:21]([C:22]([OH:24])=O)=[C:11]3[N:10]=2)=[CH:5][CH:4]=1.[N:25]1([S:31]([C:34]2[CH:35]=[C:36]([NH2:40])[CH:37]=[CH:38][CH:39]=2)(=[O:33])=[O:32])[CH2:30][CH2:29][O:28][CH2:27][CH2:26]1, predict the reaction product. The product is: [N:25]1([S:31]([C:34]2[CH:35]=[C:36]([NH:40][C:22]([C:21]3[CH:20]=[N:19][N:12]4[C:13]([C:15]([F:16])([F:17])[F:18])=[CH:14][C:9]([C:6]5[CH:5]=[CH:4][C:3]([O:2][CH3:1])=[CH:8][CH:7]=5)=[N:10][C:11]=34)=[O:24])[CH:37]=[CH:38][CH:39]=2)(=[O:33])=[O:32])[CH2:26][CH2:27][O:28][CH2:29][CH2:30]1. (3) The product is: [N:7]1[C:8]2[C:3](=[C:2]([NH:1][C:24](=[O:25])[O:23][C:19]([CH3:22])([CH3:21])[CH3:20])[CH:11]=[CH:10][CH:9]=2)[CH:4]=[CH:5][CH:6]=1. Given the reactants [NH2:1][C:2]1[CH:11]=[CH:10][CH:9]=[C:8]2[C:3]=1[CH:4]=[CH:5][CH:6]=[N:7]2.C(N(CC)CC)C.[C:19]([O:23][C:24](O[C:24]([O:23][C:19]([CH3:22])([CH3:21])[CH3:20])=[O:25])=[O:25])([CH3:22])([CH3:21])[CH3:20], predict the reaction product. (4) Given the reactants [N:1]1[CH:6]=[CH:5][C:4]([N:7]2[CH2:23][CH2:22][C:10]3([CH2:14][N:13](C(OC(C)(C)C)=O)[CH2:12][CH2:11]3)[CH2:9][CH2:8]2)=[CH:3][CH:2]=1.C([Cl:27])(=O)C, predict the reaction product. The product is: [ClH:27].[ClH:27].[N:1]1[CH:2]=[CH:3][C:4]([N:7]2[CH2:23][CH2:22][C:10]3([CH2:14][NH:13][CH2:12][CH2:11]3)[CH2:9][CH2:8]2)=[CH:5][CH:6]=1. (5) The product is: [CH3:6][C:4]([O:7][C:8]([N:10]([CH2:12][C:13]1[C:22]2[C:17](=[CH:18][CH:19]=[CH:20][CH:21]=2)[C:16]([C:23]([OH:25])=[O:24])=[CH:15][CH:14]=1)[CH3:11])=[O:9])([CH3:3])[CH3:5]. Given the reactants [OH-].[Na+].[CH3:3][C:4]([O:7][C:8]([N:10]([CH2:12][C:13]1[C:22]2[C:17](=[CH:18][CH:19]=[CH:20][CH:21]=2)[C:16]([C:23]([O:25]C)=[O:24])=[CH:15][CH:14]=1)[CH3:11])=[O:9])([CH3:6])[CH3:5], predict the reaction product. (6) Given the reactants [CH3:1][O:2][CH2:3][CH2:4][N:5]1[CH2:10][CH2:9][N:8]([C:11]2[CH:29]=[CH:28][C:14]3[NH:15][C:16]([C:18]4[CH:23]=[CH:22][C:21]([NH2:24])=[C:20]([N+:25]([O-])=O)[CH:19]=4)=[N:17][C:13]=3[CH:12]=2)[CH2:7][CH2:6]1, predict the reaction product. The product is: [CH3:1][O:2][CH2:3][CH2:4][N:5]1[CH2:6][CH2:7][N:8]([C:11]2[CH:29]=[CH:28][C:14]3[NH:15][C:16]([C:18]4[CH:19]=[C:20]([NH2:25])[C:21]([NH2:24])=[CH:22][CH:23]=4)=[N:17][C:13]=3[CH:12]=2)[CH2:9][CH2:10]1. (7) Given the reactants [OH:1][C:2]1[CH:7]=[C:6]([CH3:8])[C:5]([C:9]2[CH:14]=[CH:13][CH:12]=[C:11]([CH:15]=[O:16])[CH:10]=2)=[C:4]([CH3:17])[CH:3]=1.CC1C=CC(S(O[CH2:29][CH2:30][CH2:31][S:32]([CH3:35])(=[O:34])=[O:33])(=O)=O)=CC=1.C(=O)([O-])[O-].[K+].[K+].O, predict the reaction product. The product is: [CH3:8][C:6]1[CH:7]=[C:2]([O:1][CH2:29][CH2:30][CH2:31][S:32]([CH3:35])(=[O:34])=[O:33])[CH:3]=[C:4]([CH3:17])[C:5]=1[C:9]1[CH:14]=[CH:13][CH:12]=[C:11]([CH:15]=[O:16])[CH:10]=1. (8) The product is: [CH3:38][O:39][C:40]1[CH:47]=[CH:46][CH:45]=[CH:44][C:41]=1[C:42]1[N:10]([C:11]2[CH:16]=[CH:15][C:14]([N:17]3[C:23](=[O:24])[CH2:22][C:21](=[O:25])[NH:20][C:19]4[C:26]5[C:31]([CH:32]=[CH:33][C:18]3=4)=[CH:30][CH:29]=[CH:28][CH:27]=5)=[CH:13][CH:12]=2)[CH:6]=[CH:5][N:52]=1. Given the reactants COC1C=CC=CC=1[CH2:5][C:6]1[N:10]([C:11]2[CH:16]=[CH:15][C:14]([N:17]3[C:23](=[O:24])[CH2:22][C:21](=[O:25])[NH:20][C:19]4[C:26]5[C:31]([CH:32]=[CH:33][C:18]3=4)=[CH:30][CH:29]=[CH:28][CH:27]=5)=[CH:13][CH:12]=2)N=NN=1.[CH3:38][O:39][C:40]1[CH:47]=[CH:46][CH:45]=[CH:44][C:41]=1[CH:42]=O.C(=O)([O-])[O-].[NH4+:52].[NH4+].C(C=O)=O, predict the reaction product.